This data is from Full USPTO retrosynthesis dataset with 1.9M reactions from patents (1976-2016). The task is: Predict the reactants needed to synthesize the given product. (1) Given the product [C:19]([O:18][C:16]([CH2:2][NH:3][CH2:4][CH2:5][CH2:6][C:7]([OH:9])=[O:8])=[O:17])([CH3:22])([CH3:21])[CH3:20], predict the reactants needed to synthesize it. The reactants are: Cl.[CH3:2][NH:3][CH2:4][CH2:5][CH2:6][C:7]([OH:9])=[O:8].C(=O)([O-])[O-].[K+].[K+].[C:16](O[C:16]([O:18][C:19]([CH3:22])([CH3:21])[CH3:20])=[O:17])([O:18][C:19]([CH3:22])([CH3:21])[CH3:20])=[O:17]. (2) Given the product [CH3:10][O:9][C:7]([C:6]1[CH:5]=[N:4][CH:3]=[C:2]([Br:1])[CH:11]=1)=[CH:22][C:21]([O:24][CH2:25][CH3:26])=[O:23], predict the reactants needed to synthesize it. The reactants are: [Br:1][C:2]1[CH:3]=[N:4][CH:5]=[C:6]([CH:11]=1)[C:7]([O:9][CH3:10])=O.[H-].[Na+].C[Si](C=[N+]=[N-])(C)C.[C:21]([O:24][CH2:25][CH3:26])(=[O:23])[CH3:22]. (3) Given the product [O:32]=[C:31]([N:33]1[CH2:39][CH2:38][CH2:37][N:36]([C:40]([N:14]2[CH2:15][CH2:16][C:9]3([CH2:8][N:7]([C:4]4[CH:3]=[CH:2][N:1]=[CH:6][CH:5]=4)[CH2:11][CH2:10]3)[CH2:12][CH2:13]2)=[O:41])[CH2:35][CH2:34]1)[CH2:30][C:29]([O:28][CH2:26][CH3:27])=[O:52], predict the reactants needed to synthesize it. The reactants are: [N:1]1[CH:6]=[CH:5][C:4]([N:7]2[CH2:11][CH2:10][C:9]3([CH2:16][CH2:15][NH:14][CH2:13][CH2:12]3)[CH2:8]2)=[CH:3][CH:2]=1.CCN(C(C)C)C(C)C.[CH2:26]([O:28][C:29](=[O:52])[CH2:30][C:31]([N:33]1[CH2:39][CH2:38][CH2:37][N:36]([C:40](OC2C=CC([N+]([O-])=O)=CC=2)=[O:41])[CH2:35][CH2:34]1)=[O:32])[CH3:27]. (4) Given the product [CH2:1]([O:8][C:9]1[CH:14]=[CH:13][N:12]([CH2:15][C:16]([C:18]2[CH:23]=[CH:22][C:21]([CH2:24][Br:28])=[CH:20][CH:19]=2)=[O:17])[C:11](=[O:26])[CH:10]=1)[C:2]1[CH:7]=[CH:6][CH:5]=[CH:4][CH:3]=1, predict the reactants needed to synthesize it. The reactants are: [CH2:1]([O:8][C:9]1[CH:14]=[CH:13][N:12]([CH2:15][C:16]([C:18]2[CH:23]=[CH:22][C:21]([CH2:24]O)=[CH:20][CH:19]=2)=[O:17])[C:11](=[O:26])[CH:10]=1)[C:2]1[CH:7]=[CH:6][CH:5]=[CH:4][CH:3]=1.P(Br)(Br)[Br:28]. (5) Given the product [CH2:28]([O:27][C:25]([N:8]([CH2:12][CH2:13][CH:14]1[C:22]2[C:17](=[CH:18][CH:19]=[CH:20][CH:21]=2)[NH:16][C:15]1=[O:23])[CH2:9][CH2:10][OH:11])=[O:26])[C:29]1[CH:34]=[CH:33][CH:32]=[CH:31][CH:30]=1, predict the reactants needed to synthesize it. The reactants are: C([N:8]([CH2:12][CH2:13][CH:14]1[C:22]2[C:17](=[CH:18][CH:19]=[CH:20][CH:21]=2)[NH:16][C:15]1=[O:23])[CH2:9][CH2:10][OH:11])C1C=CC=CC=1.Cl[C:25]([O:27][CH2:28][C:29]1[CH:34]=[CH:33][CH:32]=[CH:31][CH:30]=1)=[O:26].C(=O)([O-])O.[K+].O. (6) Given the product [CH3:21][C:15]1([CH3:20])[C@H:14]2[CH2:19][C@@H:16]1[CH2:17][CH2:18][C@@H:13]2[CH2:12][C:22]#[N:23], predict the reactants needed to synthesize it. The reactants are: CC1C=CC(S(O[CH2:12][C@H:13]2[CH2:18][CH2:17][C@H:16]3[CH2:19][C@@H:14]2[C:15]3([CH3:21])[CH3:20])(=O)=O)=CC=1.[C-:22]#[N:23].[K+].